Dataset: Forward reaction prediction with 1.9M reactions from USPTO patents (1976-2016). Task: Predict the product of the given reaction. (1) Given the reactants C(=O)([O-])[O-].[K+].[K+].[Cl:7][C:8]1[C:15]([F:16])=[CH:14][CH:13]=[C:12]([Cl:17])[C:9]=1[CH:10]=[O:11].[N+:18]([CH3:21])([O-:20])=[O:19], predict the reaction product. The product is: [Cl:7][C:8]1[C:15]([F:16])=[CH:14][CH:13]=[C:12]([Cl:17])[C:9]=1[CH:10]([OH:11])[CH2:21][N+:18]([O-:20])=[O:19]. (2) Given the reactants [O:1]=[O+][O-].[CH:4]1([C@H:7]([NH:9][C:10]2[N:15]=[C:14]([NH:16][C@@H:17]([CH:19]3[CH2:21][CH2:20]3)[CH3:18])[N:13]=[C:12]([C:22]3[CH:27]=[CH:26][CH:25]=[C:24]([CH:28]=C)[N:23]=3)[N:11]=2)[CH3:8])[CH2:6][CH2:5]1, predict the reaction product. The product is: [CH:4]1([C@H:7]([NH:9][C:10]2[N:15]=[C:14]([NH:16][C@@H:17]([CH:19]3[CH2:21][CH2:20]3)[CH3:18])[N:13]=[C:12]([C:22]3[N:23]=[C:24]([CH:28]=[O:1])[CH:25]=[CH:26][CH:27]=3)[N:11]=2)[CH3:8])[CH2:6][CH2:5]1. (3) Given the reactants [NH2:1][C:2]1[CH:7]=[CH:6][C:5]([C:8]([N:10]2[CH2:15][CH2:14][N:13]([CH2:16][C:17]3[CH:22]=[CH:21][C:20]([C:23]([OH:32])([C:28]([F:31])([F:30])[F:29])[C:24]([F:27])([F:26])[F:25])=[CH:19][CH:18]=3)[CH2:12][CH2:11]2)=[O:9])=[CH:4][CH:3]=1.[CH:33]([N:36]([CH:39](C)C)CC)([CH3:35])[CH3:34].ClC(Cl)([O:45]C(=O)OC(Cl)(Cl)Cl)Cl.C(N)(C)C, predict the reaction product. The product is: [F:29][C:28]([F:31])([F:30])[C:23]([C:20]1[CH:19]=[CH:18][C:17]([CH2:16][N:13]2[CH2:14][CH2:15][N:10]([C:8]([C:5]3[CH:4]=[CH:3][C:2]([NH:1][C:39]([NH:36][CH:33]([CH3:35])[CH3:34])=[O:45])=[CH:7][CH:6]=3)=[O:9])[CH2:11][CH2:12]2)=[CH:22][CH:21]=1)([OH:32])[C:24]([F:25])([F:26])[F:27]. (4) Given the reactants [NH2:1][CH2:2][CH2:3][CH2:4][N:5]1[C:17]2[C:16]3[CH:15]=[CH:14][CH:13]=[CH:12][C:11]=3[N:10]=[C:9]([NH2:18])[C:8]=2[N:7]=[C:6]1[CH2:19][CH2:20][CH2:21][CH3:22].[C:23](Cl)(=[O:30])[C:24]1[CH:29]=[CH:28][CH:27]=[CH:26][CH:25]=1, predict the reaction product. The product is: [NH2:18][C:9]1[C:8]2[N:7]=[C:6]([CH2:19][CH2:20][CH2:21][CH3:22])[N:5]([CH2:4][CH2:3][CH2:2][NH:1][C:23](=[O:30])[C:24]3[CH:29]=[CH:28][CH:27]=[CH:26][CH:25]=3)[C:17]=2[C:16]2[CH:15]=[CH:14][CH:13]=[CH:12][C:11]=2[N:10]=1. (5) The product is: [CH3:3][C:4]1[N:5]([CH:17]([CH3:25])[C:18](=[O:24])[N:19]2[CH2:23][CH2:22][CH2:21][CH2:20]2)[C:6]2[C:11]([C:12]=1[C:13]([OH:15])=[O:14])=[CH:10][CH:9]=[CH:8][CH:7]=2. Given the reactants [OH-].[Na+].[CH3:3][C:4]1[N:5]([CH:17]([CH3:25])[C:18](=[O:24])[N:19]2[CH2:23][CH2:22][CH2:21][CH2:20]2)[C:6]2[C:11]([C:12]=1[C:13]([O:15]C)=[O:14])=[CH:10][CH:9]=[CH:8][CH:7]=2, predict the reaction product. (6) Given the reactants [Cl:1][C:2]1[C:10]([N+:11]([O-])=O)=[CH:9][CH:8]=[CH:7][C:3]=1[C:4]([OH:6])=[O:5].[CH:14]([Mg]Br)=[CH2:15].[Cl-].[NH4+].Cl, predict the reaction product. The product is: [Cl:1][C:2]1[C:3]([C:4]([OH:6])=[O:5])=[CH:7][CH:8]=[C:9]2[C:10]=1[NH:11][CH:15]=[CH:14]2. (7) Given the reactants [C:1]([C:5]1[CH:6]=[C:7]2[C:11](=[CH:12][CH:13]=1)[CH:10]([NH2:14])[CH2:9][CH2:8]2)([CH3:4])([CH3:3])[CH3:2].C(N[C@@H](C(O)=O)CC(C)C)(=O)C.[OH-].[Na+], predict the reaction product. The product is: [C:1]([C:5]1[CH:6]=[C:7]2[C:11](=[CH:12][CH:13]=1)[C@H:10]([NH2:14])[CH2:9][CH2:8]2)([CH3:4])([CH3:2])[CH3:3]. (8) Given the reactants [OH:1][C@H:2]1[CH2:7][CH2:6][C@H:5]([C:8]([OH:10])=[O:9])[CH2:4][CH2:3]1.S(=O)(=O)(O)O.C(=O)(O)[O-].[Na+].[CH2:21](O)[CH3:22], predict the reaction product. The product is: [OH:1][C@H:2]1[CH2:7][CH2:6][C@H:5]([C:8]([O:10][CH2:21][CH3:22])=[O:9])[CH2:4][CH2:3]1.